This data is from Forward reaction prediction with 1.9M reactions from USPTO patents (1976-2016). The task is: Predict the product of the given reaction. (1) Given the reactants C([O-])=O.[NH4+:4].C[O:6][C:7]([C:9]1[S:10][CH:11]=[C:12]([CH3:17])[C:13]=1[NH:14][CH:15]=O)=O, predict the reaction product. The product is: [CH3:17][C:12]1[C:13]2[N:14]=[CH:15][NH:4][C:7](=[O:6])[C:9]=2[S:10][CH:11]=1. (2) Given the reactants [C:1]([O:5][C:6]([N:8]([CH2:13][C:14]1[CH:15]=[C:16]([CH:21]=[C:22]([CH3:24])[CH:23]=1)[C:17]([O:19]C)=[O:18])[CH2:9][CH2:10][CH2:11][CH3:12])=[O:7])([CH3:4])([CH3:3])[CH3:2].O.[OH-].[Li+], predict the reaction product. The product is: [C:1]([O:5][C:6]([N:8]([CH2:13][C:14]1[CH:15]=[C:16]([CH:21]=[C:22]([CH3:24])[CH:23]=1)[C:17]([OH:19])=[O:18])[CH2:9][CH2:10][CH2:11][CH3:12])=[O:7])([CH3:2])([CH3:3])[CH3:4]. (3) Given the reactants [H-].[Al+3].[Li+].[H-].[H-].[H-].C(O[C:12](=O)[NH:13][CH:14]1[CH:21]2[CH2:22][CH:17]3[CH2:18][C:19]([OH:24])([CH2:23][CH:15]1[CH2:16]3)[CH2:20]2)(C)(C)C, predict the reaction product. The product is: [CH3:12][NH:13][CH:14]1[CH:21]2[CH2:20][C:19]3([OH:24])[CH2:18][CH:17]([CH2:16][CH:15]1[CH2:23]3)[CH2:22]2. (4) Given the reactants [CH3:1][C:2]1[CH:7]=[CH:6][C:5]([C:8]2[N:12]=[C:11]([CH:13]3[CH2:16][N:15]([C:17]([O-:19])=[O:18])[CH2:14]3)[O:10][N:9]=2)=[CH:4][C:3]=1[N+:20]([O-])=O.[CH3:23]CO, predict the reaction product. The product is: [NH2:20][C:3]1[CH:4]=[C:5]([C:8]2[N:12]=[C:11]([CH:13]3[CH2:16][N:15]([C:17]([O:19][CH3:23])=[O:18])[CH2:14]3)[O:10][N:9]=2)[CH:6]=[CH:7][C:2]=1[CH3:1]. (5) Given the reactants [Cl:1][C:2]1[N:3]=[C:4]([C:9]([NH:11][C@H:12]2[CH2:17][CH2:16][N:15]([C:18]3[O:19][C:20]([CH2:30][CH2:31][CH3:32])=[C:21]([C:23]([O:25]CCCC)=[O:24])[N:22]=3)[CH2:14][C@H:13]2[O:33][CH3:34])=[O:10])[NH:5][C:6]=1[CH2:7][CH3:8].[OH-].[Li+].CO, predict the reaction product. The product is: [Cl:1][C:2]1[N:3]=[C:4]([C:9]([NH:11][C@H:12]2[CH2:17][CH2:16][N:15]([C:18]3[O:19][C:20]([CH2:30][CH2:31][CH3:32])=[C:21]([C:23]([OH:25])=[O:24])[N:22]=3)[CH2:14][C@H:13]2[O:33][CH3:34])=[O:10])[NH:5][C:6]=1[CH2:7][CH3:8]. (6) The product is: [C:1]([C:5]1[CH:9]=[C:8]([NH:10][C:11]([NH:47][C:46]2[CH:48]=[CH:49][CH:50]=[C:44]([O:43][C:31]3[C:30]4[C:35](=[CH:36][C:37]([O:38][CH2:39][CH2:40][O:41][CH3:42])=[C:28]([O:27][CH3:26])[CH:29]=4)[N:34]=[CH:33][N:32]=3)[CH:45]=2)=[O:13])[N:7]([CH2:20][C:21]([O:23][CH2:24][CH3:25])=[O:22])[N:6]=1)([CH3:2])([CH3:3])[CH3:4]. Given the reactants [C:1]([C:5]1[CH:9]=[C:8]([NH:10][C:11]([O:13]C2C=CC=CC=2)=O)[N:7]([CH2:20][C:21]([O:23][CH2:24][CH3:25])=[O:22])[N:6]=1)([CH3:4])([CH3:3])[CH3:2].[CH3:26][O:27][C:28]1[CH:29]=[C:30]2[C:35](=[CH:36][C:37]=1[O:38][CH2:39][CH2:40][O:41][CH3:42])[N:34]=[CH:33][N:32]=[C:31]2[O:43][C:44]1[CH:45]=[C:46]([CH:48]=[CH:49][CH:50]=1)[NH2:47].C(N(CC)C(C)C)(C)C, predict the reaction product. (7) Given the reactants C(=O)([O-])[O-].[K+].[K+].[C:7]([C:9]1[CH:10]=[C:11]([CH:35]([CH3:37])[CH3:36])[C:12]2[O:16][C:15]([C:17]3[CH:33]=[CH:32][C:20]([C:21]([NH:23][CH2:24][C@H:25]4[O:31][CH2:30][CH2:29][NH:28][CH2:27][CH2:26]4)=[O:22])=[CH:19][CH:18]=3)=[N:14][C:13]=2[CH:34]=1)#[N:8].Cl[C:39]1[N:44]=[C:43]([C:45]([F:48])([F:47])[F:46])[CH:42]=[CH:41][N:40]=1, predict the reaction product. The product is: [C:7]([C:9]1[CH:10]=[C:11]([CH:35]([CH3:37])[CH3:36])[C:12]2[O:16][C:15]([C:17]3[CH:33]=[CH:32][C:20]([C:21]([NH:23][CH2:24][C@H:25]4[O:31][CH2:30][CH2:29][N:28]([C:39]5[N:44]=[C:43]([C:45]([F:48])([F:47])[F:46])[CH:42]=[CH:41][N:40]=5)[CH2:27][CH2:26]4)=[O:22])=[CH:19][CH:18]=3)=[N:14][C:13]=2[CH:34]=1)#[N:8]. (8) Given the reactants [H-].[Na+].[F:3][C:4]1[CH:5]=[CH:6][C:7]2[CH2:13][O:12][C:11]3[CH:14]=[CH:15][CH:16]=[CH:17][C:10]=3[NH:9][C:8]=2[CH:18]=1.Cl[C@@H:20]1[CH2:25][CH2:24][CH2:23][N:22]([CH2:26][CH2:27][C:28]2[CH:33]=[CH:32][C:31]([O:34][CH3:35])=[CH:30][CH:29]=2)[CH2:21]1.[Cl-].[Na+].[CH3:38]CCCCC, predict the reaction product. The product is: [F:3][C:4]1[CH:5]=[CH:6][C:7]2[CH2:13][O:12][C:11]3[CH:14]=[CH:15][CH:16]=[CH:17][C:10]=3[N:9]([CH2:38][C@H:23]3[CH2:24][CH2:25][CH2:20][CH2:21][N:22]3[CH2:26][CH2:27][C:28]3[CH:33]=[CH:32][C:31]([O:34][CH3:35])=[CH:30][CH:29]=3)[C:8]=2[CH:18]=1.